The task is: Predict the reaction yield, written as a fraction of the theoretical maximum amount of product (1.0 means a 100% yield; for example, 0.34 means a 34% yield).. This data is from Reaction yield outcomes from USPTO patents with 853,638 reactions. (1) The reactants are Br[C:2]1[C:18]([O:19][CH2:20][C@@H:21]([NH:26][C:27](=[O:33])[O:28][C:29]([CH3:32])([CH3:31])[CH3:30])[CH2:22][CH:23]([CH3:25])[CH3:24])=[CH:17][C:5]2[N:6]([CH3:16])[C:7](=[O:15])[C:8]3[C:13]([C:4]=2[CH:3]=1)=[CH:12][CH:11]=[N:10][C:9]=3[CH3:14].[CH3:34][N:35](C=O)C. The catalyst is O.C1C=CC(/C=C/C(/C=C/C2C=CC=CC=2)=O)=CC=1.C1C=CC(/C=C/C(/C=C/C2C=CC=CC=2)=O)=CC=1.C1C=CC(/C=C/C(/C=C/C2C=CC=CC=2)=O)=CC=1.[Pd].[Pd].C1C=CC(P(C2C=CC=CC=2)[C-]2C=CC=C2)=CC=1.C1C=CC(P(C2C=CC=CC=2)[C-]2C=CC=C2)=CC=1.[Fe+2].[C-]#N.[Zn+2].[C-]#N. The product is [C:34]([C:2]1[C:18]([O:19][CH2:20][C@@H:21]([NH:26][C:27](=[O:33])[O:28][C:29]([CH3:31])([CH3:30])[CH3:32])[CH2:22][CH:23]([CH3:25])[CH3:24])=[CH:17][C:5]2[N:6]([CH3:16])[C:7](=[O:15])[C:8]3[C:13]([C:4]=2[CH:3]=1)=[CH:12][CH:11]=[N:10][C:9]=3[CH3:14])#[N:35]. The yield is 0.880. (2) The reactants are [Br:1][C:2]1[CH:8]=[CH:7][C:5]([NH2:6])=[C:4]([F:9])[C:3]=1[Cl:10].[C:11](OC(=O)C)(=[O:13])[CH3:12].N1C=CC=CC=1. The catalyst is C(OCC)(=O)C. The product is [Br:1][C:2]1[CH:8]=[CH:7][C:5]([NH:6][C:11](=[O:13])[CH3:12])=[C:4]([F:9])[C:3]=1[Cl:10]. The yield is 0.960. (3) The reactants are [NH2:1][C:2]1[CH:17]=[CH:16][C:5]([O:6][C:7]2[C:12]([NH:13][CH3:14])=[C:11](I)[N:10]=[CH:9][N:8]=2)=[CH:4][C:3]=1[Cl:18].[CH2:19](N(CC)CC)C.C[CH2:27][O:28][CH2:29][CH3:30]. The catalyst is C(#N)C.Cl[Pd](Cl)([P](C1C=CC=CC=1)(C1C=CC=CC=1)C1C=CC=CC=1)[P](C1C=CC=CC=1)(C1C=CC=CC=1)C1C=CC=CC=1.[Cu](I)I. The product is [NH2:1][C:2]1[CH:17]=[CH:16][C:5]([O:6][C:7]2[C:12]([NH:13][CH3:14])=[C:11]([C:19]#[C:30][CH2:29][O:28][CH3:27])[N:10]=[CH:9][N:8]=2)=[CH:4][C:3]=1[Cl:18]. The yield is 0.590.